From a dataset of Reaction yield outcomes from USPTO patents with 853,638 reactions. Predict the reaction yield, written as a fraction of the theoretical maximum amount of product (1.0 means a 100% yield; for example, 0.34 means a 34% yield). (1) The reactants are CC1(C)[O:6][C@@H:5]([CH2:7][O:8][NH:9][C:10]([C:12]2[O:20][C:19]3[CH:18]=[CH:17][N:16]=[CH:15][C:14]=3[C:13]=2[NH:21][C:22]2[CH:27]=[CH:26][C:25]([I:28])=[CH:24][CH:23]=2)=[O:11])[CH2:4][O:3]1.CCOC(C)=O.CCN(CC)CC. The catalyst is CO. The product is [OH:6][C@H:5]([CH2:4][OH:3])[CH2:7][O:8][NH:9][C:10]([C:12]1[O:20][C:19]2[CH:18]=[CH:17][N:16]=[CH:15][C:14]=2[C:13]=1[NH:21][C:22]1[CH:27]=[CH:26][C:25]([I:28])=[CH:24][CH:23]=1)=[O:11]. The yield is 0.420. (2) The product is [C:1]([O:11][C:12]([C:15]([CH2:18][CH2:19][OH:24])([F:17])[F:16])([F:14])[F:13])([C:4]([C:7]([F:10])([F:9])[F:8])([F:6])[F:5])([F:3])[F:2]. The reactants are [C:1]([O:11][C:12]([C:15]([CH2:18][CH2:19]I)([F:17])[F:16])([F:14])[F:13])([C:4]([C:7]([F:10])([F:9])[F:8])([F:6])[F:5])([F:3])[F:2].CNC=[O:24].O. The catalyst is CCOCC. The yield is 0.850. (3) The reactants are [H-].[Na+].[Cl:3][C:4]1[CH:9]=[CH:8][CH:7]=[C:6]([Cl:10])[C:5]=1[C:11]1[C:15]([CH2:16][O:17][C:18]2[CH:19]=[C:20]3[C:24](=[CH:25][CH:26]=2)[NH:23][CH:22]=[CH:21]3)=[C:14]([CH:27]([CH3:29])[CH3:28])[O:13][N:12]=1.N1([C:35]([N:37]2[CH2:41][CH2:40][C@@H:39]([C:42]([O:44][CH3:45])=[O:43])[CH2:38]2)=[O:36])C=CN=C1. The catalyst is CN(C)C=O. The product is [Cl:3][C:4]1[CH:9]=[CH:8][CH:7]=[C:6]([Cl:10])[C:5]=1[C:11]1[C:15]([CH2:16][O:17][C:18]2[CH:19]=[C:20]3[C:24](=[CH:25][CH:26]=2)[N:23]([C:35]([N:37]2[CH2:41][CH2:40][C@@H:39]([C:42]([O:44][CH3:45])=[O:43])[CH2:38]2)=[O:36])[CH:22]=[CH:21]3)=[C:14]([CH:27]([CH3:29])[CH3:28])[O:13][N:12]=1. The yield is 0.540. (4) The reactants are [CH3:1][C:2]1[CH:7]=[C:6](OS(C(F)(F)F)(=O)=O)[CH:5]=[C:4]([CH3:16])[N:3]=1.[N+:17]([C:20]1[CH:25]=[CH:24][C:23]([N:26]2[CH2:31][CH2:30][NH:29][CH2:28][CH2:27]2)=[CH:22][CH:21]=1)([O-:19])=[O:18]. The catalyst is COCCOCCOC.C(Cl)(Cl)Cl. The product is [CH3:1][C:2]1[CH:7]=[C:6]([N:29]2[CH2:30][CH2:31][N:26]([C:23]3[CH:22]=[CH:21][C:20]([N+:17]([O-:19])=[O:18])=[CH:25][CH:24]=3)[CH2:27][CH2:28]2)[CH:5]=[C:4]([CH3:16])[N:3]=1. The yield is 0.490. (5) The reactants are [CH3:1][O:2][C:3]1[CH:8]=[CH:7][C:6]([S:9]([NH:12][C:13]2[CH:18]=[CH:17][CH:16]=[C:15]([C:19]3[C:27]4[C:26]([NH:28][C@H:29]([C:31]5[N:36]([C:37]6[CH:42]=[CH:41][CH:40]=[CH:39][CH:38]=6)[C:35](=[O:43])[C:34]6=[C:44]([CH3:47])[CH:45]=[CH:46][N:33]6[N:32]=5)[CH3:30])=[N:25][CH:24]=[N:23][C:22]=4[N:21](COCC[Si](C)(C)C)[CH:20]=3)[CH:14]=2)(=[O:11])=[O:10])=[CH:5][CH:4]=1.FC(F)(F)C(O)=O.N. No catalyst specified. The product is [CH3:1][O:2][C:3]1[CH:4]=[CH:5][C:6]([S:9]([NH:12][C:13]2[CH:18]=[CH:17][CH:16]=[C:15]([C:19]3[C:27]4[C:26]([NH:28][C@H:29]([C:31]5[N:36]([C:37]6[CH:42]=[CH:41][CH:40]=[CH:39][CH:38]=6)[C:35](=[O:43])[C:34]6=[C:44]([CH3:47])[CH:45]=[CH:46][N:33]6[N:32]=5)[CH3:30])=[N:25][CH:24]=[N:23][C:22]=4[NH:21][CH:20]=3)[CH:14]=2)(=[O:10])=[O:11])=[CH:7][CH:8]=1. The yield is 0.860. (6) The reactants are [Cl:1][C:2]1[C:11]2[CH2:10][N:9]([C@H:12]([CH:16]([CH3:18])[CH3:17])[C:13](O)=[O:14])[C:8](=[O:19])[C:7]3=[CH:20][NH:21][C:5]([C:6]=23)=[N:4][CH:3]=1.[NH2:22][C:23]1[CH:24]=[C:25]([CH:28]=[CH:29][CH:30]=1)[C:26]#[N:27].CN(C(ON1N=NC2C=CC=NC1=2)=[N+](C)C)C.F[P-](F)(F)(F)(F)F. The catalyst is C1COCC1. The product is [Cl:1][C:2]1[C:11]2[CH2:10][N:9]([C@H:12]([CH:16]([CH3:17])[CH3:18])[C:13]([NH:22][C:23]3[CH:30]=[CH:29][CH:28]=[C:25]([C:26]#[N:27])[CH:24]=3)=[O:14])[C:8](=[O:19])[C:7]3=[CH:20][NH:21][C:5]([C:6]=23)=[N:4][CH:3]=1. The yield is 0.136.